From a dataset of Reaction yield outcomes from USPTO patents with 853,638 reactions. Predict the reaction yield, written as a fraction of the theoretical maximum amount of product (1.0 means a 100% yield; for example, 0.34 means a 34% yield). (1) The reactants are C([N:8]1[CH2:13][CH2:12][C:11]([CH3:17])([C:14]([OH:16])=O)[CH2:10][CH2:9]1)(OC(C)(C)C)=O.[F:18][C:19]1[CH:24]=[CH:23][C:22](B(O)O)=[CH:21][CH:20]=1.C(OC(=O)C(C)(C)C)(=O)C(C)(C)C.O. The catalyst is O1CCCC1.CC([O-])=O.CC([O-])=O.[Pd+2].C1(P(C2C=CC=CC=2)[C-]2C=CC=C2)C=CC=CC=1.[C-]1(P(C2C=CC=CC=2)C2C=CC=CC=2)C=CC=C1.[Fe+2]. The product is [F:18][C:19]1[CH:24]=[CH:23][C:22]([C:14]([C:11]2([CH3:17])[CH2:10][CH2:9][NH:8][CH2:13][CH2:12]2)=[O:16])=[CH:21][CH:20]=1. The yield is 0.0500. (2) The reactants are [CH2:1]([O:3][P:4]([CH2:9][CH2:10][NH:11][CH2:12][C:13]([CH3:36])=[CH:14][CH2:15][C:16]1[C:17]([O:29][CH2:30][CH2:31][Si:32]([CH3:35])([CH3:34])[CH3:33])=[C:18]2[C:22](=[C:23]([CH3:27])[C:24]=1[O:25][CH3:26])[CH2:21][O:20][C:19]2=[O:28])(=[O:8])[O:5][CH2:6][CH3:7])[CH3:2].[CH:37](=O)[C:38]1[CH:43]=[CH:42][CH:41]=[CH:40][CH:39]=1.C(O[BH-](OC(=O)C)OC(=O)C)(=O)C.[Na+].C(O)(=O)C. The catalyst is CN(C=O)C. The product is [CH2:1]([O:3][P:4]([CH2:9][CH2:10][N:11]([CH2:37][C:38]1[CH:43]=[CH:42][CH:41]=[CH:40][CH:39]=1)[CH2:12][C:13]([CH3:36])=[CH:14][CH2:15][C:16]1[C:17]([O:29][CH2:30][CH2:31][Si:32]([CH3:33])([CH3:34])[CH3:35])=[C:18]2[C:22](=[C:23]([CH3:27])[C:24]=1[O:25][CH3:26])[CH2:21][O:20][C:19]2=[O:28])(=[O:8])[O:5][CH2:6][CH3:7])[CH3:2]. The yield is 0.430. (3) The reactants are [C:1]12([C:11]3[CH:16]=[C:15]([CH3:17])[CH:14]=[CH:13][C:12]=3[OH:18])[CH2:10][CH:5]3[CH2:6][CH:7]([CH2:9][CH:3]([CH2:4]3)[CH2:2]1)[CH2:8]2.C([Mg]Br)C.[CH2:23]=[O:24].C(N(CC)CC)C. The catalyst is C1(C)C=CC=CC=1.CCOCC.C1COCC1. The product is [C:1]12([C:11]3[CH:16]=[C:15]([CH3:17])[CH:14]=[C:13]([CH:23]=[O:24])[C:12]=3[OH:18])[CH2:8][CH:7]3[CH2:9][CH:3]([CH2:4][CH:5]([CH2:6]3)[CH2:10]1)[CH2:2]2. The yield is 0.840.